Dataset: Forward reaction prediction with 1.9M reactions from USPTO patents (1976-2016). Task: Predict the product of the given reaction. (1) Given the reactants [N:1]1[C:10]2[C:5](=[CH:6][CH:7]=[CH:8][CH:9]=2)[CH:4]=[CH:3][C:2]=1[C:11]([OH:13])=O.C(N1C=CN=C1)(N1C=CN=C1)=O.[NH2:26][C:27]1[CH:28]=[C:29]([N:33]2[C:38](=[O:39])[C:37]([CH2:40][C:41]3[CH:46]=[CH:45][CH:44]=[CH:43][CH:42]=3)=[N:36][C:35]3[CH:47]=[CH:48][CH:49]=[N:50][C:34]2=3)[CH:30]=[CH:31][CH:32]=1.C(=O)(O)[O-].[Na+], predict the reaction product. The product is: [CH2:40]([C:37]1[C:38](=[O:39])[N:33]([C:29]2[CH:30]=[CH:31][CH:32]=[C:27]([NH:26][C:11]([C:2]3[CH:3]=[CH:4][C:5]4[C:10](=[CH:9][CH:8]=[CH:7][CH:6]=4)[N:1]=3)=[O:13])[CH:28]=2)[C:34]2[N:50]=[CH:49][CH:48]=[CH:47][C:35]=2[N:36]=1)[C:41]1[CH:42]=[CH:43][CH:44]=[CH:45][CH:46]=1. (2) Given the reactants Br[C:2]1[CH:31]=[CH:30][C:5]2[N:6]([C:9]3[S:13][C:12]([C:14]([NH2:16])=[O:15])=[C:11]([O:17][C@@H:18]([C:20]4[CH:25]=[CH:24][CH:23]=[CH:22][C:21]=4[C:26]([F:29])([F:28])[F:27])[CH3:19])[CH:10]=3)[CH:7]=[N:8][C:4]=2[CH:3]=1.[B:32]1([B:32]2[O:36][C:35]([CH3:38])([CH3:37])[C:34]([CH3:40])([CH3:39])[O:33]2)[O:36][C:35]([CH3:38])([CH3:37])[C:34]([CH3:40])([CH3:39])[O:33]1.C([O-])(=O)C.[K+], predict the reaction product. The product is: [CH3:39][C:34]1([CH3:40])[C:35]([CH3:38])([CH3:37])[O:36][B:32]([C:2]2[CH:31]=[CH:30][C:5]3[N:6]([C:9]4[S:13][C:12]([C:14]([NH2:16])=[O:15])=[C:11]([O:17][C@@H:18]([C:20]5[CH:25]=[CH:24][CH:23]=[CH:22][C:21]=5[C:26]([F:29])([F:28])[F:27])[CH3:19])[CH:10]=4)[CH:7]=[N:8][C:4]=3[CH:3]=2)[O:33]1. (3) Given the reactants Cl.[CH2:2]1[C:8]2[CH:9]=[CH:10][CH:11]=[CH:12][C:7]=2[CH2:6][CH2:5][CH2:4][NH:3]1.C(N(CC)CC)C.[C:20](OC(=O)C)(=[O:22])[CH3:21], predict the reaction product. The product is: [CH2:2]1[C:8]2[CH:9]=[CH:10][CH:11]=[CH:12][C:7]=2[CH2:6][CH2:5][CH2:4][N:3]1[C:20](=[O:22])[CH3:21]. (4) Given the reactants CC(C)(OC([NH:7][C@H:8]([CH2:21][C:22]1[CH:27]=[C:26]([F:28])[C:25]([F:29])=[CH:24][C:23]=1[F:30])[CH2:9][C:10]([N:12]1[CH2:17][CH2:16][N:15]2[CH:18]=[CH:19][N:20]=[C:14]2[CH2:13]1)=[O:11])=O)C.[ClH:32], predict the reaction product. The product is: [ClH:32].[ClH:32].[NH2:7][C@H:8]([CH2:21][C:22]1[CH:27]=[C:26]([F:28])[C:25]([F:29])=[CH:24][C:23]=1[F:30])[CH2:9][C:10]([N:12]1[CH2:17][CH2:16][N:15]2[CH:18]=[CH:19][N:20]=[C:14]2[CH2:13]1)=[O:11]. (5) Given the reactants [CH3:1][C:2]1[C:6]([CH2:7][C:8]([O:10][C:11]([CH3:14])([CH3:13])[CH3:12])=[O:9])=[CH:5][O:4][N:3]=1.C[Si]([N-][Si](C)(C)C)(C)C.[K+].[F:25][C:26]([F:49])([F:48])[CH2:27][CH2:28][C@@H:29](OS(C(F)(F)F)(=O)=O)[C:30]([O:32][CH2:33][C:34]1[CH:39]=[CH:38][CH:37]=[CH:36][CH:35]=1)=[O:31], predict the reaction product. The product is: [CH3:1][C:2]1[C:6]([C@H:7]([C:8]([O:10][C:11]([CH3:14])([CH3:13])[CH3:12])=[O:9])[C@@H:29]([CH2:28][CH2:27][C:26]([F:25])([F:48])[F:49])[C:30]([O:32][CH2:33][C:34]2[CH:39]=[CH:38][CH:37]=[CH:36][CH:35]=2)=[O:31])=[CH:5][O:4][N:3]=1. (6) Given the reactants O=[C:2]1[CH2:6][CH2:5][CH2:4][CH:3]1[C:7]([O:9]C)=O.Cl.[Cl:12][C:13]1[CH:14]=[C:15]([CH:19]=[CH:20][C:21]=1[O:22][CH3:23])[C:16](=[NH:18])[NH2:17].C(=O)([O-])[O-].[Cs+].[Cs+], predict the reaction product. The product is: [Cl:12][C:13]1[CH:14]=[C:15]([C:16]2[NH:18][C:7](=[O:9])[C:3]3[CH2:4][CH2:5][CH2:6][C:2]=3[N:17]=2)[CH:19]=[CH:20][C:21]=1[O:22][CH3:23]. (7) Given the reactants [C:1]([N:5]1[C:9]2=[N:10][C:11](Cl)=[N:12][C:13]([NH:14][CH:15]3[CH2:20][CH2:19][O:18][CH2:17][CH2:16]3)=[C:8]2[CH:7]=[N:6]1)([CH3:4])([CH3:3])[CH3:2].[Si:22]([O:29][CH:30]([CH2:41][O:42][C:43]1[CH:48]=[CH:47][CH:46]=[C:45](B2OC(C)(C)C(C)(C)O2)[CH:44]=1)[CH2:31][N:32]([CH3:40])[C:33](=[O:39])[O:34][C:35]([CH3:38])([CH3:37])[CH3:36])([C:25]([CH3:28])([CH3:27])[CH3:26])([CH3:24])[CH3:23].C([O-])(O)=O.[Na+], predict the reaction product. The product is: [C:35]([O:34][C:33](=[O:39])[N:32]([CH2:31][CH:30]([O:29][Si:22]([C:25]([CH3:28])([CH3:27])[CH3:26])([CH3:23])[CH3:24])[CH2:41][O:42][C:43]1[CH:44]=[CH:45][CH:46]=[C:47]([C:11]2[N:10]=[C:9]3[N:5]([C:1]([CH3:4])([CH3:3])[CH3:2])[N:6]=[CH:7][C:8]3=[C:13]([NH:14][CH:15]3[CH2:20][CH2:19][O:18][CH2:17][CH2:16]3)[N:12]=2)[CH:48]=1)[CH3:40])([CH3:36])([CH3:38])[CH3:37]. (8) Given the reactants [CH3:1][Si:2]([CH3:35])([CH3:34])[CH2:3][CH2:4][O:5][CH2:6][N:7]([CH2:26][O:27][CH2:28][CH2:29][Si:30]([CH3:33])([CH3:32])[CH3:31])[C:8]1[N:13]2[N:14]=[CH:15][CH:16]=[C:12]2[N:11]=[C:10]([CH:17]2[CH2:22]C[C:20](=[CH:23][C:24]#[N:25])[CH2:19][CH2:18]2)[CH:9]=1.C[Si](C)(C)CCOCN(COCC[Si](C)(C)C)C1N2N=CC=C2N=C(C2CCC(=O)C2)C=1.C[Si](C)(C)CCOCN(COCC[Si](C)(C)C)C1N2N=CC=C2N=C(C2CCC(=O)CC2)C=1, predict the reaction product. The product is: [CH3:1][Si:2]([CH3:35])([CH3:34])[CH2:3][CH2:4][O:5][CH2:6][N:7]([CH2:26][O:27][CH2:28][CH2:29][Si:30]([CH3:33])([CH3:31])[CH3:32])[C:8]1[N:13]2[N:14]=[CH:15][CH:16]=[C:12]2[N:11]=[C:10]([CH:17]2[CH2:18][CH2:19][C:20](=[CH:23][C:24]#[N:25])[CH2:22]2)[CH:9]=1.